This data is from Full USPTO retrosynthesis dataset with 1.9M reactions from patents (1976-2016). The task is: Predict the reactants needed to synthesize the given product. (1) Given the product [CH3:23][O:24][C:25](=[O:44])[CH2:26][CH2:27][C:28]1[CH:33]=[CH:32][C:31]([O:34][CH2:35][CH2:36][CH:37]([O:22][C:15]2[CH:16]=[CH:17][C:18]([CH2:20][CH3:21])=[CH:19][C:14]=2[C:12]([CH:7]2[CH2:8][CH2:9][CH2:10][CH2:11]2)=[O:13])[CH3:38])=[CH:30][C:29]=1[CH3:1].[CH:7]1([C:12]([C:14]2[CH:19]=[C:18]([CH2:20][CH3:21])[CH:17]=[CH:16][C:15]=2[O:39][CH:37]([CH3:38])[CH2:36][CH2:35][O:34][C:31]2[CH:32]=[CH:33][C:28]([CH2:27][CH2:26][C:25]([OH:24])=[O:44])=[C:29]([CH3:45])[CH:30]=2)=[O:13])[CH2:11][CH2:10][CH2:9][CH2:8]1, predict the reactants needed to synthesize it. The reactants are: [C:1](=O)([O-])[O-].[Cs+].[Cs+].[CH:7]1([C:12]([C:14]2[CH:19]=[C:18]([CH2:20][CH3:21])[CH:17]=[CH:16][C:15]=2[OH:22])=[O:13])[CH2:11][CH2:10][CH2:9][CH2:8]1.[CH3:23][O:24][C:25](=[O:44])[CH2:26][CH2:27][C:28]1[CH:33]=[CH:32][C:31]([O:34][CH2:35][CH2:36][CH:37]([O:39]S(C)(=O)=O)[CH3:38])=[CH:30][CH:29]=1.[CH3:45]OC(=O)CC. (2) The reactants are: [OH:1][C:2]1[CH:3]=[CH:4][C:5]([O:11][CH2:12][C:13]2[CH:18]=[CH:17][C:16]([O:19][CH2:20][C:21]3[N:22]=[C:23]([C:27]4[CH:32]=[CH:31][CH:30]=[CH:29][CH:28]=4)[O:24][C:25]=3[CH3:26])=[CH:15][CH:14]=2)=[C:6](CC#N)[CH:7]=1.[CH2:33]([OH:35])[CH3:34].[OH-:36].[K+].Cl. Given the product [OH:35][C:33]1[CH:7]=[CH:6][C:5]([O:11][CH2:12][C:13]2[CH:14]=[CH:15][C:16]([O:19][CH2:20][C:21]3[N:22]=[C:23]([C:27]4[CH:32]=[CH:31][CH:30]=[CH:29][CH:28]=4)[O:24][C:25]=3[CH3:26])=[CH:17][CH:18]=2)=[C:4]([CH2:3][C:2]([OH:1])=[O:36])[CH:34]=1, predict the reactants needed to synthesize it. (3) Given the product [F:1][C:2]1[C:7]([F:8])=[C:6]([F:9])[CH:5]=[C:4]([C:10]2[CH:15]=[CH:14][C:13]([CH:16]3[CH2:21][CH2:20][CH:19]([CH2:22][CH2:23][CH3:24])[CH2:18][CH2:17]3)=[CH:12][CH:11]=2)[C:3]=1[CH:32]=[O:33], predict the reactants needed to synthesize it. The reactants are: [F:1][C:2]1[CH:3]=[C:4]([C:10]2[CH:15]=[CH:14][C:13]([CH:16]3[CH2:21][CH2:20][CH:19]([CH2:22][CH2:23][CH3:24])[CH2:18][CH2:17]3)=[CH:12][CH:11]=2)[CH:5]=[C:6]([F:9])[C:7]=1[F:8].C([Li])CCC.CN(C)[CH:32]=[O:33].Cl.